From a dataset of Forward reaction prediction with 1.9M reactions from USPTO patents (1976-2016). Predict the product of the given reaction. (1) Given the reactants Cl[C:2]1[C:3]2[CH:10]=[CH:9][N:8]([CH2:11][C:12]3[N:16]([C:17]4[CH:22]=[CH:21][CH:20]=[CH:19][CH:18]=4)[C:15]4[CH:23]=[CH:24][CH:25]=[CH:26][C:14]=4[N:13]=3)[C:4]=2[N:5]=[CH:6][N:7]=1.[NH4+:27].[OH-], predict the reaction product. The product is: [C:17]1([N:16]2[C:15]3[CH:23]=[CH:24][CH:25]=[CH:26][C:14]=3[N:13]=[C:12]2[CH2:11][N:8]2[C:4]3[N:5]=[CH:6][N:7]=[C:2]([NH2:27])[C:3]=3[CH:10]=[CH:9]2)[CH:18]=[CH:19][CH:20]=[CH:21][CH:22]=1. (2) Given the reactants [NH2:1][C:2]1[CH:7]=[CH:6][CH:5]=[CH:4][N:3]=1.[N+:8]([CH2:10][CH2:11][CH2:12][CH2:13][CH2:14][CH2:15][N+:16]#[C-:17])#[C-:9].[CH:18](=O)[C:19]1[O:23][CH:22]=[CH:21][CH:20]=1, predict the reaction product. The product is: [O:23]1[CH:22]=[CH:21][CH:20]=[C:19]1[C:18]1[N:1]=[C:2]2[CH:7]=[CH:6][CH:5]=[CH:4][N:3]2[C:9]=1[NH:8][CH2:10][CH2:11][CH2:12][CH2:13][CH2:14][CH2:15][N+:16]#[C-:17].